This data is from NCI-60 drug combinations with 297,098 pairs across 59 cell lines. The task is: Regression. Given two drug SMILES strings and cell line genomic features, predict the synergy score measuring deviation from expected non-interaction effect. (1) Drug 1: COC1=CC(=CC(=C1O)OC)C2C3C(COC3=O)C(C4=CC5=C(C=C24)OCO5)OC6C(C(C7C(O6)COC(O7)C8=CC=CS8)O)O. Drug 2: CC1=CC2C(CCC3(C2CCC3(C(=O)C)OC(=O)C)C)C4(C1=CC(=O)CC4)C. Cell line: SF-268. Synergy scores: CSS=34.5, Synergy_ZIP=4.95, Synergy_Bliss=6.32, Synergy_Loewe=-31.0, Synergy_HSA=2.64. (2) Drug 1: CC1=C(N=C(N=C1N)C(CC(=O)N)NCC(C(=O)N)N)C(=O)NC(C(C2=CN=CN2)OC3C(C(C(C(O3)CO)O)O)OC4C(C(C(C(O4)CO)O)OC(=O)N)O)C(=O)NC(C)C(C(C)C(=O)NC(C(C)O)C(=O)NCCC5=NC(=CS5)C6=NC(=CS6)C(=O)NCCC[S+](C)C)O. Drug 2: COC1=C2C(=CC3=C1OC=C3)C=CC(=O)O2. Cell line: COLO 205. Synergy scores: CSS=29.9, Synergy_ZIP=-2.26, Synergy_Bliss=0.208, Synergy_Loewe=-28.3, Synergy_HSA=-1.17. (3) Drug 2: CC1=C(C=C(C=C1)NC2=NC=CC(=N2)N(C)C3=CC4=NN(C(=C4C=C3)C)C)S(=O)(=O)N.Cl. Drug 1: C1CCC(C1)C(CC#N)N2C=C(C=N2)C3=C4C=CNC4=NC=N3. Synergy scores: CSS=6.98, Synergy_ZIP=3.08, Synergy_Bliss=8.43, Synergy_Loewe=4.31, Synergy_HSA=5.30. Cell line: NCI-H460. (4) Drug 1: CC1C(C(CC(O1)OC2CC(CC3=C2C(=C4C(=C3O)C(=O)C5=C(C4=O)C(=CC=C5)OC)O)(C(=O)CO)O)N)O.Cl. Drug 2: CC12CCC3C(C1CCC2OP(=O)(O)O)CCC4=C3C=CC(=C4)OC(=O)N(CCCl)CCCl.[Na+]. Cell line: A498. Synergy scores: CSS=-3.10, Synergy_ZIP=-0.00737, Synergy_Bliss=-3.31, Synergy_Loewe=-4.41, Synergy_HSA=-4.75. (5) Drug 1: C1CN1P(=S)(N2CC2)N3CC3. Drug 2: CN(CCCl)CCCl.Cl. Cell line: K-562. Synergy scores: CSS=13.3, Synergy_ZIP=-8.40, Synergy_Bliss=-2.47, Synergy_Loewe=-5.28, Synergy_HSA=-2.88. (6) Drug 1: CC12CCC3C(C1CCC2=O)CC(=C)C4=CC(=O)C=CC34C. Drug 2: CC1=C(N=C(N=C1N)C(CC(=O)N)NCC(C(=O)N)N)C(=O)NC(C(C2=CN=CN2)OC3C(C(C(C(O3)CO)O)O)OC4C(C(C(C(O4)CO)O)OC(=O)N)O)C(=O)NC(C)C(C(C)C(=O)NC(C(C)O)C(=O)NCCC5=NC(=CS5)C6=NC(=CS6)C(=O)NCCC[S+](C)C)O. Cell line: HCT-15. Synergy scores: CSS=54.5, Synergy_ZIP=-4.95, Synergy_Bliss=0.485, Synergy_Loewe=-7.92, Synergy_HSA=1.40. (7) Cell line: HT29. Drug 2: CC=C1C(=O)NC(C(=O)OC2CC(=O)NC(C(=O)NC(CSSCCC=C2)C(=O)N1)C(C)C)C(C)C. Drug 1: C1=CC(=CC=C1C#N)C(C2=CC=C(C=C2)C#N)N3C=NC=N3. Synergy scores: CSS=55.0, Synergy_ZIP=1.73, Synergy_Bliss=-5.56, Synergy_Loewe=-74.9, Synergy_HSA=-12.9. (8) Drug 1: C(=O)(N)NO. Drug 2: CC1CCC2CC(C(=CC=CC=CC(CC(C(=O)C(C(C(=CC(C(=O)CC(OC(=O)C3CCCCN3C(=O)C(=O)C1(O2)O)C(C)CC4CCC(C(C4)OC)O)C)C)O)OC)C)C)C)OC. Cell line: OVCAR-5. Synergy scores: CSS=10.1, Synergy_ZIP=-1.43, Synergy_Bliss=1.02, Synergy_Loewe=-18.9, Synergy_HSA=-1.51. (9) Drug 1: C1CCC(C1)C(CC#N)N2C=C(C=N2)C3=C4C=CNC4=NC=N3. Drug 2: C1C(C(OC1N2C=C(C(=O)NC2=O)F)CO)O. Cell line: NCIH23. Synergy scores: CSS=26.2, Synergy_ZIP=-7.75, Synergy_Bliss=-4.07, Synergy_Loewe=-13.3, Synergy_HSA=-1.61.